This data is from TCR-epitope binding with 47,182 pairs between 192 epitopes and 23,139 TCRs. The task is: Binary Classification. Given a T-cell receptor sequence (or CDR3 region) and an epitope sequence, predict whether binding occurs between them. (1) The epitope is HPVGEADYFEY. The TCR CDR3 sequence is CAKGDLGRNEQFF. Result: 0 (the TCR does not bind to the epitope). (2) The epitope is IPIQASLPF. The TCR CDR3 sequence is CASSYERGMNTEAFF. Result: 0 (the TCR does not bind to the epitope). (3) The epitope is PROT_97E67BCC. The TCR CDR3 sequence is CASSKVGTSGAVETQYF. Result: 0 (the TCR does not bind to the epitope). (4) The epitope is MPASWVMRI. The TCR CDR3 sequence is CASSSRQRTNTGELFF. Result: 1 (the TCR binds to the epitope). (5) The epitope is RISNCVADY. The TCR CDR3 sequence is CASSQGWDSGGAETQYF. Result: 0 (the TCR does not bind to the epitope). (6) The epitope is IVTDFSVIK. The TCR CDR3 sequence is CASSPGLAGGDEQFF. Result: 1 (the TCR binds to the epitope). (7) The epitope is ISPRTLNAW. The TCR CDR3 sequence is CASSQDRIHTEAFF. Result: 1 (the TCR binds to the epitope). (8) The epitope is KTWGQYWQV. The TCR CDR3 sequence is CASSLGNEKLFF. Result: 1 (the TCR binds to the epitope). (9) The epitope is EIYKRWII. The TCR CDR3 sequence is CASSLPPPGIKGELFF. Result: 1 (the TCR binds to the epitope). (10) The TCR CDR3 sequence is CSGMRLLFSSYEQYF. The epitope is GLCTLVAML. Result: 1 (the TCR binds to the epitope).